From a dataset of Forward reaction prediction with 1.9M reactions from USPTO patents (1976-2016). Predict the product of the given reaction. (1) Given the reactants C([O:4][C@@H:5]1[C@@H:10]([O:11]C(=O)C)[C@@H:9]([O:15]C(=O)C)[C@@H:8]([CH2:19][O:20]C(=O)C)[O:7][C@H:6]1[O:24][C:25]1[C:29]([CH2:30][C:31]2[CH:36]=[CH:35][C:34](/[CH:37]=[CH:38]/[CH2:39][C:40]([OH:42])=O)=[CH:33][CH:32]=2)=[C:28]([CH:43]([CH3:45])[CH3:44])[NH:27][N:26]=1)(=O)C.[NH2:46][C@H:47]([CH2:50][CH2:51][CH2:52][CH2:53][NH:54]C(OCC1C=CC=CC=1)=O)[CH2:48][OH:49].Cl.NCC(N)=O, predict the reaction product. The product is: [NH2:54][CH2:53][CH2:52][CH2:51][CH2:50][C@@H:47]([NH:46][C:40]([CH2:39][CH2:38][CH2:37][C:34]1[CH:33]=[CH:32][C:31]([CH2:30][C:29]2[C:25]([O:24][C@@H:6]3[O:7][C@H:8]([CH2:19][OH:20])[C@H:9]([OH:15])[C@H:10]([OH:11])[C@H:5]3[OH:4])=[N:26][NH:27][C:28]=2[CH:43]([CH3:44])[CH3:45])=[CH:36][CH:35]=1)=[O:42])[CH2:48][OH:49]. (2) Given the reactants N1C=CC(C2C=C(C=CC=2)N)=N1.[NH:13]1[CH:17]=[CH:16][C:15]([C:18]2[CH:26]=[CH:25][CH:24]=[C:23]3[C:19]=2[C:20](=[O:28])[C:21](=[O:27])[NH:22]3)=[N:14]1.[CH:29]1[C:34]([NH:35][NH2:36])=[CH:33][CH:32]=[C:31]([S:37]([NH2:40])(=[O:39])=[O:38])[CH:30]=1.Cl, predict the reaction product. The product is: [NH:13]1[CH:17]=[CH:16][C:15]([C:18]2[CH:26]=[CH:25][CH:24]=[C:23]3[C:19]=2[C:20](=[O:28])[C:21](=[O:27])[NH:22]3)=[N:14]1.[O:27]=[C:21]1[C:20](=[N:36][NH:35][C:34]2[CH:33]=[CH:32][C:31]([S:37]([NH2:40])(=[O:38])=[O:39])=[CH:30][CH:29]=2)[C:19]2[C:23](=[CH:24][CH:25]=[CH:26][C:18]=2[C:15]2[CH:16]=[CH:17][NH:13][N:14]=2)[NH:22]1.